Dataset: Forward reaction prediction with 1.9M reactions from USPTO patents (1976-2016). Task: Predict the product of the given reaction. (1) Given the reactants [CH3:1][C:2]1[C:3]([NH:15][CH:16]2[CH2:32][CH2:31][C:19]3([CH2:23][N:22](C(OC(C)(C)C)=O)[CH2:21][CH2:20]3)[CH2:18][CH2:17]2)=[N:4][C:5]([NH:8][C:9]2[CH:10]=[N:11][N:12]([CH3:14])[CH:13]=2)=[N:6][CH:7]=1.Cl.CCOC(C)=O, predict the reaction product. The product is: [CH3:1][C:2]1[C:3]([NH:15][CH:16]2[CH2:32][CH2:31][C:19]3([CH2:23][NH:22][CH2:21][CH2:20]3)[CH2:18][CH2:17]2)=[N:4][C:5]([NH:8][C:9]2[CH:10]=[N:11][N:12]([CH3:14])[CH:13]=2)=[N:6][CH:7]=1. (2) Given the reactants [NH2:1][CH2:2][C:3]1[CH:4]=[C:5]([C:20]2[S:24][C:23]([C@@:25]3([OH:37])[CH2:30][CH2:29][C@H:28]([C:31]([O:33]C)=[O:32])[C:27]([CH3:36])([CH3:35])[CH2:26]3)=[N:22][CH:21]=2)[CH:6]=[C:7]([NH:9][C:10]2[N:15]=[C:14]([C:16]([F:19])([F:18])[F:17])[CH:13]=[CH:12][N:11]=2)[CH:8]=1.[O-:38][C:39]#[N:40].[K+].C(O)(=O)C.O, predict the reaction product. The product is: [C:39]([NH:1][CH2:2][C:3]1[CH:4]=[C:5]([C:20]2[S:24][C:23]([C@@:25]3([OH:37])[CH2:30][CH2:29][C@H:28]([C:31]([OH:33])=[O:32])[C:27]([CH3:35])([CH3:36])[CH2:26]3)=[N:22][CH:21]=2)[CH:6]=[C:7]([NH:9][C:10]2[N:15]=[C:14]([C:16]([F:17])([F:19])[F:18])[CH:13]=[CH:12][N:11]=2)[CH:8]=1)(=[O:38])[NH2:40].[OH:37][CH:25]1[CH2:30][CH2:29][CH:28]([C:31]([O-:33])=[O:32])[C:27]([CH3:36])([CH3:35])[CH2:26]1. (3) Given the reactants [CH:1]([NH2:4])([CH3:3])[CH3:2].[CH:5](=O)[C:6]1[C:7](=[CH:9][CH:10]=[CH:11][CH:12]=1)[OH:8].CC(O)=O.C(O[BH-](OC(=O)C)OC(=O)C)(=O)C.[Na+], predict the reaction product. The product is: [CH:1]([NH:4][CH2:5][C:6]1[CH:12]=[CH:11][CH:10]=[CH:9][C:7]=1[OH:8])([CH3:3])[CH3:2]. (4) Given the reactants [Br:1][C:2]1[C:3]([N:12]2[CH2:17][CH2:16][N:15]([CH:18]([C:20]3[CH:25]=[CH:24]C=CN=3)C)[CH2:14][CH2:13]2)=[C:4]([N+:9]([O-:11])=[O:10])[C:5]([NH2:8])=[N:6][CH:7]=1.[CH3:26][C:27]1C(CN2CCN(C(OC(C)(C)C)=O)CC2)=C(C)[O:29][N:28]=1.C(O)(C(F)(F)F)=O.BrC1C(Cl)=C([N+]([O-])=O)C(N)=NC=1, predict the reaction product. The product is: [Br:1][C:2]1[C:3]([N:12]2[CH2:13][CH2:14][N:15]([CH2:18][C:20]3[C:27]([CH3:26])=[N:28][O:29][C:25]=3[CH3:24])[CH2:16][CH2:17]2)=[C:4]([N+:9]([O-:11])=[O:10])[C:5]([NH2:8])=[N:6][CH:7]=1.